Dataset: Full USPTO retrosynthesis dataset with 1.9M reactions from patents (1976-2016). Task: Predict the reactants needed to synthesize the given product. (1) Given the product [CH2:17]([N:20]1[CH2:25][CH2:24][N:23]([C:2]2[CH:7]=[CH:6][C:5]([N+:8]([O-:10])=[O:9])=[CH:4][N:3]=2)[CH2:22][CH2:21]1)[CH:18]=[CH2:19], predict the reactants needed to synthesize it. The reactants are: Cl[C:2]1[CH:7]=[CH:6][C:5]([N+:8]([O-:10])=[O:9])=[CH:4][N:3]=1.C(=O)([O-])[O-].[K+].[K+].[CH2:17]([N:20]1[CH2:25][CH2:24][NH:23][CH2:22][CH2:21]1)[CH:18]=[CH2:19]. (2) Given the product [Cl:1][C:2]1[CH:3]=[C:4]([NH:9][C:10]([C:13]2[C:17]([CH2:18][O:19][Si:20]([CH:27]([CH3:29])[CH3:28])([CH:24]([CH3:26])[CH3:25])[CH:21]([CH3:23])[CH3:22])=[N:16][O:15][N:14]=2)=[N:30][OH:31])[CH:5]=[CH:6][C:7]=1[F:8], predict the reactants needed to synthesize it. The reactants are: [Cl:1][C:2]1[CH:3]=[C:4]([N:9]=[C:10]([C:13]2[C:17]([CH2:18][O:19][Si:20]([CH:27]([CH3:29])[CH3:28])([CH:24]([CH3:26])[CH3:25])[CH:21]([CH3:23])[CH3:22])=[N:16][O:15][N:14]=2)SC)[CH:5]=[CH:6][C:7]=1[F:8].[NH2:30][OH:31]. (3) Given the product [NH2:1][C:4]1[CH:5]=[C:6]([CH:10]2[C:19]3[C:14](=[C:15]4[CH:23]=[CH:22][CH:21]=[CH:20][C:16]4=[CH:17][CH:18]=3)[NH:13][C:12](=[O:24])[CH2:11]2)[CH:7]=[CH:8][CH:9]=1, predict the reactants needed to synthesize it. The reactants are: [N+:1]([C:4]1[CH:5]=[C:6]([CH:10]2[C:19]3[C:14](=[C:15]4[CH:23]=[CH:22][CH:21]=[CH:20][C:16]4=[CH:17][CH:18]=3)[NH:13][C:12](=[O:24])[CH2:11]2)[CH:7]=[CH:8][CH:9]=1)([O-])=O.O.NN. (4) Given the product [CH3:21][CH:22]([C:23]([NH:1][CH:2]1[C:3](=[O:20])[N:4]([CH3:19])[C:5]2[CH:18]=[CH:17][CH:16]=[CH:15][C:6]=2[C:7]([C:9]2[CH:14]=[CH:13][CH:12]=[CH:11][CH:10]=2)=[N:8]1)=[O:24])[C:26]([NH:28][CH2:29][C:30]1[CH:35]=[CH:34][CH:33]=[C:32]([CH3:36])[CH:31]=1)=[O:27], predict the reactants needed to synthesize it. The reactants are: [NH2:1][CH:2]1[N:8]=[C:7]([C:9]2[CH:14]=[CH:13][CH:12]=[CH:11][CH:10]=2)[C:6]2[CH:15]=[CH:16][CH:17]=[CH:18][C:5]=2[N:4]([CH3:19])[C:3]1=[O:20].[CH3:21][CH:22]([C:26]([NH:28][CH2:29][C:30]1[CH:35]=[CH:34][CH:33]=[C:32]([CH3:36])[CH:31]=1)=[O:27])[C:23](O)=[O:24].